This data is from NCI-60 drug combinations with 297,098 pairs across 59 cell lines. The task is: Regression. Given two drug SMILES strings and cell line genomic features, predict the synergy score measuring deviation from expected non-interaction effect. Drug 1: C1=NC2=C(N1)C(=S)N=C(N2)N. Drug 2: C1=NC2=C(N=C(N=C2N1C3C(C(C(O3)CO)O)O)F)N. Cell line: KM12. Synergy scores: CSS=28.5, Synergy_ZIP=-2.72, Synergy_Bliss=-7.40, Synergy_Loewe=-18.3, Synergy_HSA=-6.08.